From a dataset of Full USPTO retrosynthesis dataset with 1.9M reactions from patents (1976-2016). Predict the reactants needed to synthesize the given product. (1) Given the product [NH2:15][C:16]1[C:21]2[C:22](=[O:32])[C:23]3[S:31][CH:30]=[CH:29][C:24]=3[CH2:25][S:26](=[O:28])(=[O:27])[C:20]=2[CH:19]=[CH:18][CH:17]=1, predict the reactants needed to synthesize it. The reactants are: FC(F)(F)C(O)=O.C(OC([NH:15][C:16]1[C:21]2[C:22](=[O:32])[C:23]3[S:31][CH:30]=[CH:29][C:24]=3[CH2:25][S:26](=[O:28])(=[O:27])[C:20]=2[CH:19]=[CH:18][CH:17]=1)=O)(C)(C)C.O.[OH-].[Na+]. (2) The reactants are: C(NC(C)C)(C)C.[Li]CCCC.CCCCCC.[C:19]([O:22][C:23]([CH3:26])([CH3:25])[CH3:24])(=[O:21])[CH3:20].[C:27]([Si:31]([CH3:34])([CH3:33])Cl)([CH3:30])([CH3:29])[CH3:28]. Given the product [C:23]([O:22][C:19]([O:21][Si:31]([C:27]([CH3:30])([CH3:29])[CH3:28])([CH3:34])[CH3:33])=[CH2:20])([CH3:26])([CH3:25])[CH3:24], predict the reactants needed to synthesize it.